Task: Predict the reaction yield, written as a fraction of the theoretical maximum amount of product (1.0 means a 100% yield; for example, 0.34 means a 34% yield).. Dataset: Reaction yield outcomes from USPTO patents with 853,638 reactions (1) The reactants are P(Br)(Br)[Br:2].[Cl:5][C:6]1[C:11]([O:12][CH3:13])=[CH:10][C:9]([CH2:14]O)=[C:8]([F:16])[CH:7]=1. The catalyst is O1CCCC1.C(OCC)(=O)C.N1C=CC=CC=1. The product is [Br:2][CH2:14][C:9]1[CH:10]=[C:11]([O:12][CH3:13])[C:6]([Cl:5])=[CH:7][C:8]=1[F:16]. The yield is 0.870. (2) The reactants are COC(=O)[CH:4]([C:17]#[N:18])[C:5]1([CH3:16])[C:14]2[C:9](=[CH:10][CH:11]=[C:12]([F:15])[CH:13]=2)[O:8][CH2:7][CH2:6]1.[Cl-].[Na+]. The catalyst is CS(C)=O.O. The product is [F:15][C:12]1[CH:13]=[C:14]2[C:9](=[CH:10][CH:11]=1)[O:8][CH2:7][CH2:6][C:5]2([CH2:4][C:17]#[N:18])[CH3:16]. The yield is 0.870. (3) The reactants are [CH2:1]([C@H:8]1[CH2:12][O:11][C:10](=[O:13])[N:9]1[C:14](=[O:24])[CH2:15][C:16]1[CH:21]=[CH:20][C:19]([O:22][CH3:23])=[CH:18][CH:17]=1)[C:2]1[CH:7]=[CH:6][CH:5]=[CH:4][CH:3]=1.[CH:25]([N-]C(C)C)(C)C.[Li+].IC. The catalyst is C1COCC1. The product is [CH3:23][O:22][C:19]1[CH:18]=[CH:17][C:16]([C@@H:15]([CH3:25])[C:14]([N:9]2[C@@H:8]([CH2:1][C:2]3[CH:7]=[CH:6][CH:5]=[CH:4][CH:3]=3)[CH2:12][O:11][C:10]2=[O:13])=[O:24])=[CH:21][CH:20]=1. The yield is 0.338.